From a dataset of Full USPTO retrosynthesis dataset with 1.9M reactions from patents (1976-2016). Predict the reactants needed to synthesize the given product. (1) Given the product [N:1]([C@@H:4]([C@H:19]([C:21]1[CH:26]=[CH:25][C:24]([Br:27])=[CH:23][CH:22]=1)[CH3:20])[C:5]([OH:6])=[O:28])=[N+:2]=[N-:3], predict the reactants needed to synthesize it. The reactants are: [N:1]([C@@H:4]([C@H:19]([C:21]1[CH:26]=[CH:25][C:24]([Br:27])=[CH:23][CH:22]=1)[CH3:20])[C:5](N1[C@H](C2C=CC=CC=2)COC1=O)=[O:6])=[N+:2]=[N-:3].[OH2:28].OO.[OH-].[Li+]. (2) The reactants are: [CH3:1][O:2][C:3]1[CH:4]=[CH:5][C:6]([C:17]2[CH2:18][CH2:19][C:20](=[O:23])[NH:21][N:22]=2)=[C:7]2[C:12]=1[N:11]=[C:10]([C:13]([F:16])([F:15])[F:14])[CH:9]=[CH:8]2.[N+](C1C=C(S([O-])(=O)=O)C=CC=1)([O-])=O.[Na+].Cl. Given the product [CH3:1][O:2][C:3]1[CH:4]=[CH:5][C:6]([C:17]2[CH:18]=[CH:19][C:20](=[O:23])[NH:21][N:22]=2)=[C:7]2[C:12]=1[N:11]=[C:10]([C:13]([F:14])([F:15])[F:16])[CH:9]=[CH:8]2, predict the reactants needed to synthesize it.